This data is from Full USPTO retrosynthesis dataset with 1.9M reactions from patents (1976-2016). The task is: Predict the reactants needed to synthesize the given product. (1) Given the product [Br:21][C:11]1[C:6]([NH:5][C:3](=[O:4])[C:2]([CH3:15])([CH3:14])[CH3:1])=[N:7][C:8]([O:12][CH3:13])=[CH:9][CH:10]=1, predict the reactants needed to synthesize it. The reactants are: [CH3:1][C:2]([CH3:15])([CH3:14])[C:3]([NH:5][C:6]1[CH:11]=[CH:10][CH:9]=[C:8]([O:12][CH3:13])[N:7]=1)=[O:4].C([Li])CCC.[Br:21]CCBr.O. (2) Given the product [C:1]([C:7]1[C:12]([C:13]([F:16])([F:15])[F:14])=[CH:11][CH:10]=[CH:9][N:8]=1)#[N:2], predict the reactants needed to synthesize it. The reactants are: [CH3:1][N:2](C=O)C.Cl[C:7]1[C:12]([C:13]([F:16])([F:15])[F:14])=[CH:11][CH:10]=[CH:9][N:8]=1. (3) The reactants are: [CH:1]1([NH:6][C:7]2[CH:14]=[C:13]([N:15]3[C:23]4[CH2:22][C:21]([CH3:25])([CH3:24])[CH2:20][C:19](=[O:26])[C:18]=4[C:17]([CH2:27][CH3:28])=[N:16]3)[CH:12]=[C:11]([F:29])[C:8]=2[C:9]#[N:10])[CH2:5][CH2:4][CH2:3][CH2:2]1.CS(C)=[O:32].[OH-].[K+].OO. Given the product [CH:1]1([NH:6][C:7]2[CH:14]=[C:13]([N:15]3[C:23]4[CH2:22][C:21]([CH3:25])([CH3:24])[CH2:20][C:19](=[O:26])[C:18]=4[C:17]([CH2:27][CH3:28])=[N:16]3)[CH:12]=[C:11]([F:29])[C:8]=2[C:9]([NH2:10])=[O:32])[CH2:5][CH2:4][CH2:3][CH2:2]1, predict the reactants needed to synthesize it.